This data is from Reaction yield outcomes from USPTO patents with 853,638 reactions. The task is: Predict the reaction yield, written as a fraction of the theoretical maximum amount of product (1.0 means a 100% yield; for example, 0.34 means a 34% yield). (1) The reactants are [F:1][C:2]1[C:3]2[CH2:14][CH2:13][C:12](=[CH:15][CH2:16][NH2:17])[C:4]=2[C:5]2[C:9]([CH:10]=1)=[N:8][N:7]([CH3:11])[CH:6]=2.C(N(CC)CC)C.[C:25](OC(=O)C)(=[O:27])[CH3:26]. The catalyst is O1CCCC1.C(=O)([O-])O.[Na+].C(OCC)(=O)C. The product is [F:1][C:2]1[C:3]2[CH2:14][CH2:13][C:12](=[CH:15][CH2:16][NH:17][C:25](=[O:27])[CH3:26])[C:4]=2[C:5]2[C:9]([CH:10]=1)=[N:8][N:7]([CH3:11])[CH:6]=2. The yield is 0.890. (2) The reactants are [NH2:1][CH2:2][CH2:3][CH2:4][OH:5].C(N(CC)CC)C.Cl[C:14]([O:16][CH2:17][C:18]1[CH:23]=[CH:22][C:21]([N+:24]([O-:26])=[O:25])=[CH:20][CH:19]=1)=[O:15]. The catalyst is C1COCC1. The product is [N+:24]([C:21]1[CH:20]=[CH:19][C:18]([CH2:17][O:16][C:14]([NH:1][CH2:2][CH2:3][CH2:4][OH:5])=[O:15])=[CH:23][CH:22]=1)([O-:26])=[O:25]. The yield is 0.340. (3) The catalyst is O1CCOCC1.CC([O-])=O.CC([O-])=O.[Pd+2]. The product is [Cl:24][C:10]1[CH:11]=[C:12]2[C:17](=[CH:18][C:9]=1[O:8][C:7]1[CH:6]=[CH:5][C:4]([C:1](=[O:3])[NH:2][C:28]3[CH:37]=[N:36][C:35]4[C:30](=[CH:31][CH:32]=[C:33]([Cl:38])[CH:34]=4)[N:29]=3)=[CH:26][CH:25]=1)[O:16][CH2:15][CH2:14][CH:13]2[C:19]([O:21][CH2:22][CH3:23])=[O:20]. The yield is 0.503. The reactants are [C:1]([C:4]1[CH:26]=[CH:25][C:7]([O:8][C:9]2[CH:18]=[C:17]3[C:12]([CH:13]([C:19]([O:21][CH2:22][CH3:23])=[O:20])[CH2:14][CH2:15][O:16]3)=[CH:11][C:10]=2[Cl:24])=[CH:6][CH:5]=1)(=[O:3])[NH2:2].Cl[C:28]1[CH:37]=[N:36][C:35]2[C:30](=[CH:31][CH:32]=[C:33]([Cl:38])[CH:34]=2)[N:29]=1.CC(C1C=C(C(C)C)C(C2C=CC=CC=2P(C2CCCCC2)C2CCCCC2)=C(C(C)C)C=1)C.C(=O)([O-])[O-].[Cs+].[Cs+].